From a dataset of Full USPTO retrosynthesis dataset with 1.9M reactions from patents (1976-2016). Predict the reactants needed to synthesize the given product. Given the product [Cl:12][C:13]1[C:14]([N:19]2[C:4]([OH:9])([C:5]([O:7][CH3:8])=[O:6])[CH2:3][C:2]([CH2:10][OH:11])=[N:1]2)=[N:15][CH:16]=[CH:17][CH:18]=1, predict the reactants needed to synthesize it. The reactants are: [NH2:1][C:2]([CH2:10][OH:11])=[CH:3][C:4](=[O:9])[C:5]([O:7][CH3:8])=[O:6].[Cl:12][C:13]1[C:14]([NH:19]N)=[N:15][CH:16]=[CH:17][CH:18]=1.Cl.